This data is from TCR-epitope binding with 47,182 pairs between 192 epitopes and 23,139 TCRs. The task is: Binary Classification. Given a T-cell receptor sequence (or CDR3 region) and an epitope sequence, predict whether binding occurs between them. (1) The epitope is YFPLQSYGF. The TCR CDR3 sequence is CASSQPSTGGGYTF. Result: 1 (the TCR binds to the epitope). (2) Result: 0 (the TCR does not bind to the epitope). The epitope is CLGGLLTMV. The TCR CDR3 sequence is CASSLAPGSYEQYF. (3) The epitope is EIYKRWII. The TCR CDR3 sequence is CASSLAQGGYEQYF. Result: 0 (the TCR does not bind to the epitope). (4) The epitope is DRFYKTLRAEQASQEV. The TCR CDR3 sequence is CASSLDRTGFYEQYF. Result: 0 (the TCR does not bind to the epitope). (5) The epitope is DATYQRTRALVR. The TCR CDR3 sequence is CAISEYGGLYPYEQYF. Result: 0 (the TCR does not bind to the epitope). (6) The epitope is HTTDPSFLGRY. Result: 0 (the TCR does not bind to the epitope). The TCR CDR3 sequence is CASSLGNGNTIYF.